Dataset: hERG Central: cardiac toxicity at 1µM, 10µM, and general inhibition. Task: Predict hERG channel inhibition at various concentrations. The compound is Cc1ccc(NC(=O)/C=C/C(=O)O)c([N+](=O)[O-])c1. Results: hERG_inhib (hERG inhibition (general)): blocker.